The task is: Predict the product of the given reaction.. This data is from Forward reaction prediction with 1.9M reactions from USPTO patents (1976-2016). (1) Given the reactants [C:1](Cl)(Cl)=[S:2].[CH2:5]([C:9]1[CH:15]=[CH:14][C:12]([NH2:13])=[CH:11][CH:10]=1)[CH2:6][CH2:7][CH3:8].[OH-].[Na+], predict the reaction product. The product is: [CH2:5]([C:9]1[CH:10]=[CH:11][C:12]([N:13]=[C:1]=[S:2])=[CH:14][CH:15]=1)[CH2:6][CH2:7][CH3:8]. (2) Given the reactants [CH2:1]([NH:3][C:4]1[CH:9]=[CH:8][C:7]([CH2:10][CH3:11])=[CH:6][CH:5]=1)[CH3:2].[Br:12][CH2:13][C:14]([OH:16])=O.CCN=C=NCCCN(C)C.Cl, predict the reaction product. The product is: [Br:12][CH2:13][C:14]([N:3]([CH2:1][CH3:2])[C:4]1[CH:9]=[CH:8][C:7]([CH2:10][CH3:11])=[CH:6][CH:5]=1)=[O:16]. (3) Given the reactants [NH2:1][C:2]1[N:11]=[C:10]([C:12]([N:14]2[CH2:22][C:21]3[C:16](=[CH:17][CH:18]=[CH:19][CH:20]=3)[CH2:15]2)=[O:13])[C:9]2[C:4](=[CH:5][CH:6]=[C:7]([C:23]3[CH:30]=[CH:29][CH:28]=[CH:27][C:24]=3[CH:25]=O)[CH:8]=2)[N:3]=1.Cl.[CH3:32][C@H:33]1[CH2:37][CH2:36][CH2:35][NH:34]1.C(O[BH-](OC(=O)C)OC(=O)C)(=O)C.[Na+].O, predict the reaction product. The product is: [NH2:1][C:2]1[N:11]=[C:10]([C:12]([N:14]2[CH2:15][C:16]3[C:21](=[CH:20][CH:19]=[CH:18][CH:17]=3)[CH2:22]2)=[O:13])[C:9]2[C:4](=[CH:5][CH:6]=[C:7]([C:23]3[CH:30]=[CH:29][CH:28]=[CH:27][C:24]=3[CH2:25][N:34]3[CH2:35][CH2:36][CH2:37][C@@H:33]3[CH3:32])[CH:8]=2)[N:3]=1. (4) Given the reactants [Cl:1][C:2]1[CH:11]=[CH:10][C:9]2[C:4](=[C:5]([C:12]([OH:14])=O)[CH:6]=[CH:7][CH:8]=2)[N:3]=1.[NH2:15][C:16]1[C:17]([OH:23])=[N:18][CH:19]=[CH:20][C:21]=1[OH:22].CN(C(ON1N=NC2C=CC=NC1=2)=[N+](C)C)C.F[P-](F)(F)(F)(F)F.C(N(C(C)C)C(C)C)C, predict the reaction product. The product is: [Cl:1][C:2]1[CH:11]=[CH:10][C:9]2[C:4](=[C:5]([C:12]([NH:15][C:16]3[C:17]([OH:23])=[N:18][CH:19]=[CH:20][C:21]=3[OH:22])=[O:14])[CH:6]=[CH:7][CH:8]=2)[N:3]=1.